Dataset: Retrosynthesis with 50K atom-mapped reactions and 10 reaction types from USPTO. Task: Predict the reactants needed to synthesize the given product. (1) Given the product CC(C)(C)c1cc(C=C(C#N)C(=O)OC2CCC(C(C)(C)C)CC2)cc(C(C)(C)C)c1O, predict the reactants needed to synthesize it. The reactants are: CC(C)(C)C1CCC(OC(=O)CC#N)CC1.CC(C)(C)c1cc(C=O)cc(C(C)(C)C)c1O. (2) Given the product CCc1noc(N2CCC([C@H](C)CCOc3cnc(Cl)nc3)CC2)n1, predict the reactants needed to synthesize it. The reactants are: CCc1noc(N2CCC([C@H](C)CCOS(C)(=O)=O)CC2)n1.Oc1cnc(Cl)nc1. (3) Given the product CN(C)CCNCc1ccc(C(=O)OCc2ccccc2)cc1, predict the reactants needed to synthesize it. The reactants are: CN(C)CCN.CS(=O)(=O)OCc1ccc(C(=O)OCc2ccccc2)cc1. (4) Given the product CN1CCC2CCC(C1)N2Cc1ccccc1, predict the reactants needed to synthesize it. The reactants are: CI.c1ccc(CN2C3CCNCC2CC3)cc1. (5) Given the product Cc1ccccc1CN(CC(=O)O)C(C(=O)OC(C)(C)C)[C@@H]1CCCN1, predict the reactants needed to synthesize it. The reactants are: COC(=O)CN(Cc1ccccc1C)C(C(=O)OC(C)(C)C)[C@@H]1CCCN1. (6) Given the product Cc1c(Br)sc2ncnc(Nc3ccc(F)cc3OC3CCOCC3)c12, predict the reactants needed to synthesize it. The reactants are: Cc1c(Br)sc2ncnc(Cl)c12.Nc1ccc(F)cc1OC1CCOCC1.